Dataset: Forward reaction prediction with 1.9M reactions from USPTO patents (1976-2016). Task: Predict the product of the given reaction. (1) The product is: [C:1]([O:4][C@H:5]1[C@H:10]([O:11][C:12](=[O:14])[CH3:13])[C@@H:9]([O:15][C:16](=[O:18])[CH3:17])[C@H:8]([C:19]2[CH:24]=[CH:23][C:22]([C:25]#[N:26])=[C:21]([CH2:27][C:28]3[CH:33]=[CH:32][C:31]([O:34][CH2:35][CH:36]=[N:52][O:51][CH3:50])=[CH:30][CH:29]=3)[CH:20]=2)[O:7][C@@H:6]1[CH2:38][O:39][C:40](=[O:42])[CH3:41])(=[O:3])[CH3:2]. Given the reactants [C:1]([O:4][C@H:5]1[C@H:10]([O:11][C:12](=[O:14])[CH3:13])[C@@H:9]([O:15][C:16](=[O:18])[CH3:17])[C@H:8]([C:19]2[CH:24]=[CH:23][C:22]([C:25]#[N:26])=[C:21]([CH2:27][C:28]3[CH:33]=[CH:32][C:31]([O:34][CH2:35][CH:36]=O)=[CH:30][CH:29]=3)[CH:20]=2)[O:7][C@@H:6]1[CH2:38][O:39][C:40](=[O:42])[CH3:41])(=[O:3])[CH3:2].N1C=CC=CC=1.Cl.[CH3:50][O:51][NH2:52], predict the reaction product. (2) Given the reactants [CH3:1][C:2]1[C:7]([NH2:8])=[CH:6][CH:5]=[C:4]([N:9]2[CH2:13][CH2:12][C@@H:11]([N:14]3[CH2:18][CH2:17][CH2:16][C@@H:15]3[CH3:19])[CH2:10]2)[N:3]=1.N1C=CC=CC=1.[S:26]1[CH:30]=[CH:29][CH:28]=[C:27]1[C:31](Cl)=[O:32].C(O)C(N)(CO)CO, predict the reaction product. The product is: [CH3:1][C:2]1[C:7]([NH:8][C:31]([C:27]2[S:26][CH:30]=[CH:29][CH:28]=2)=[O:32])=[CH:6][CH:5]=[C:4]([N:9]2[CH2:13][CH2:12][C@@H:11]([N:14]3[CH2:18][CH2:17][CH2:16][C@@H:15]3[CH3:19])[CH2:10]2)[N:3]=1. (3) The product is: [Br:32][C:33]1[CH:34]=[C:35]([CH:49]=[C:50]([CH3:52])[CH:51]=1)[C:36]([C:38]1[N:43]([CH2:8][C:6]2[CH:5]=[C:4]([NH:10][CH2:11][C:12]3[CH:17]=[CH:16][C:15]([O:18][CH3:19])=[CH:14][CH:13]=3)[N:3]=[C:2]([F:1])[CH:7]=2)[C:42](=[O:44])[NH:41][C:40](=[O:45])[C:39]=1[CH:46]([CH3:47])[CH3:48])=[O:37]. Given the reactants [F:1][C:2]1[CH:7]=[C:6]([CH2:8]O)[CH:5]=[C:4]([NH:10][CH2:11][C:12]2[CH:17]=[CH:16][C:15]([O:18][CH3:19])=[CH:14][CH:13]=2)[N:3]=1.C(N(CC)CC)C.CS(Cl)(=O)=O.[Br:32][C:33]1[CH:34]=[C:35]([CH:49]=[C:50]([CH3:52])[CH:51]=1)[C:36]([C:38]1[NH:43][C:42](=[O:44])[NH:41][C:40](=[O:45])[C:39]=1[CH:46]([CH3:48])[CH3:47])=[O:37].C(=O)([O-])[O-].[K+].[K+].[I-].[Li+], predict the reaction product. (4) Given the reactants C([O:3][C:4](=O)[CH2:5][N:6]1[C:10]2[CH:11]=[C:12]([Cl:16])[C:13]([Cl:15])=[CH:14][C:9]=2[N:8]=[C:7]1[CH2:17][C:18]([F:21])([F:20])[F:19])C.CC(C[AlH]CC(C)C)C, predict the reaction product. The product is: [Cl:15][C:13]1[C:12]([Cl:16])=[CH:11][C:10]2[N:6]([CH2:5][CH2:4][OH:3])[C:7]([CH2:17][C:18]([F:19])([F:20])[F:21])=[N:8][C:9]=2[CH:14]=1. (5) Given the reactants C[O:2][C:3]1[C:8]([CH3:9])=[C:7]([CH3:10])[C:6]([O:11]C)=[C:5]([CH3:13])[C:4]=1[CH2:14]/[CH:15]=[C:16](\[CH3:25])/[CH2:17][CH2:18][CH2:19][CH2:20][NH:21][C:22](=[O:24])[CH3:23], predict the reaction product. The product is: [CH3:25]/[C:16](=[CH:15]\[CH2:14][C:4]1[C:3](=[O:2])[C:8]([CH3:9])=[C:7]([CH3:10])[C:6](=[O:11])[C:5]=1[CH3:13])/[CH2:17][CH2:18][CH2:19][CH2:20][NH:21][C:22](=[O:24])[CH3:23].